From a dataset of Reaction yield outcomes from USPTO patents with 853,638 reactions. Predict the reaction yield, written as a fraction of the theoretical maximum amount of product (1.0 means a 100% yield; for example, 0.34 means a 34% yield). (1) The reactants are [C:1]1([NH:7][C:8]2[CH:13]=[CH:12][CH:11]=[CH:10][CH:9]=2)[CH:6]=[CH:5][CH:4]=[CH:3][CH:2]=1.Cl[C:15]1[C:20]([CH3:21])=[CH:19][CH:18]=[CH:17][C:16]=1[CH3:22].CC(C)([O-])C.[Na+]. The catalyst is CC1C=CC=CC=1C. The product is [CH3:22][C:16]1[CH:17]=[CH:18][CH:19]=[C:20]([CH3:21])[C:15]=1[N:7]([C:8]1[CH:9]=[CH:10][CH:11]=[CH:12][CH:13]=1)[C:1]1[CH:6]=[CH:5][CH:4]=[CH:3][CH:2]=1. The yield is 0.290. (2) The reactants are [NH2:1][C:2]1[N:3]=[C:4]([N:14]2[CH2:19][CH2:18][N:17]([C:20](=[O:30])[CH2:21][O:22][C:23]3[CH:28]=[CH:27][C:26]([Cl:29])=[CH:25][CH:24]=3)[CH2:16][CH2:15]2)[C:5]2[N:10]=[C:9](S(C)=O)[S:8][C:6]=2[N:7]=1.[F:31][C:32]1[CH:38]=[CH:37][C:35]([NH2:36])=[CH:34][CH:33]=1. The catalyst is O1CCOCC1. The product is [NH2:1][C:2]1[N:3]=[C:4]([N:14]2[CH2:15][CH2:16][N:17]([C:20](=[O:30])[CH2:21][O:22][C:23]3[CH:28]=[CH:27][C:26]([Cl:29])=[CH:25][CH:24]=3)[CH2:18][CH2:19]2)[C:5]2[N:10]=[C:9]([NH:36][C:35]3[CH:37]=[CH:38][C:32]([F:31])=[CH:33][CH:34]=3)[S:8][C:6]=2[N:7]=1. The yield is 0.880.